This data is from Full USPTO retrosynthesis dataset with 1.9M reactions from patents (1976-2016). The task is: Predict the reactants needed to synthesize the given product. (1) Given the product [CH2:1]([CH:4]([CH2:11][C:12]#[CH:13])[C:5]([OH:7])=[O:6])[C:2]#[CH:3], predict the reactants needed to synthesize it. The reactants are: [CH2:1]([C:4]([CH2:11][C:12]#[CH:13])(C(O)=O)[C:5]([OH:7])=[O:6])[C:2]#[CH:3].C(=O)=O. (2) Given the product [CH3:1][O:2][C:3]1[CH:4]=[C:5]([CH:27]=[C:28]([O:30][CH3:31])[CH:29]=1)[O:6][C@@H:7]([C@:11]1([C:21]2[CH:22]=[CH:23][CH:24]=[CH:25][CH:26]=2)[C:20]2[C:15](=[CH:16][CH:17]=[CH:18][CH:19]=2)[CH2:14][CH2:13][N:12]1[C:41](=[O:42])[CH2:40][C:37]1[CH:38]=[CH:39][C:34]([O:33][CH3:32])=[CH:35][CH:36]=1)[C:8]([OH:10])=[O:9], predict the reactants needed to synthesize it. The reactants are: [CH3:1][O:2][C:3]1[CH:4]=[C:5]([CH:27]=[C:28]([O:30][CH3:31])[CH:29]=1)[O:6][C@@H:7]([C@:11]1([C:21]2[CH:26]=[CH:25][CH:24]=[CH:23][CH:22]=2)[C:20]2[C:15](=[CH:16][CH:17]=[CH:18][CH:19]=2)[CH2:14][CH2:13][NH:12]1)[C:8]([OH:10])=[O:9].[CH3:32][O:33][C:34]1[CH:39]=[CH:38][C:37]([CH2:40][C:41](Cl)=[O:42])=[CH:36][CH:35]=1. (3) Given the product [C:14]([O-:22])(=[O:21])[C:15]1[CH:20]=[CH:19][CH:18]=[CH:17][CH:16]=1.[Bi+3:5].[C:14]([O-:22])(=[O:21])[C:15]1[CH:20]=[CH:19][CH:18]=[CH:17][CH:16]=1.[C:14]([O-:22])(=[O:21])[C:15]1[CH:20]=[CH:19][CH:18]=[CH:17][CH:16]=1, predict the reactants needed to synthesize it. The reactants are: C([O-])(=O)C.[Bi+3:5].C([O-])(=O)C.C([O-])(=O)C.[C:14]([OH:22])(=[O:21])[C:15]1[CH:20]=[CH:19][CH:18]=[CH:17][CH:16]=1. (4) Given the product [Cl:23][C:24]1[C:25]([C:2]2[N:7]=[C:6]([NH:8][CH2:9][CH:10]3[CH2:15][CH2:14][O:13][CH2:12][CH2:11]3)[C:5]([NH2:16])=[N:4][CH:3]=2)=[CH:26][C:27]([F:30])=[N:28][CH:29]=1, predict the reactants needed to synthesize it. The reactants are: Br[C:2]1[N:7]=[C:6]([NH:8][CH2:9][CH:10]2[CH2:15][CH2:14][O:13][CH2:12][CH2:11]2)[C:5]([NH2:16])=[N:4][CH:3]=1.C([O-])([O-])=O.[Na+].[Na+].[Cl:23][C:24]1[C:25](B(O)O)=[CH:26][C:27]([F:30])=[N:28][CH:29]=1.C(Cl)Cl. (5) Given the product [C:1]([O:5][C:6](=[O:7])[CH2:8][NH:9][C:10]([C:12]1[S:16][C:15]([C:17]([NH:22][NH2:23])=[O:19])=[CH:14][CH:13]=1)=[O:11])([CH3:4])([CH3:3])[CH3:2], predict the reactants needed to synthesize it. The reactants are: [C:1]([O:5][C:6]([CH2:8][NH:9][C:10]([C:12]1[S:16][C:15]([C:17]([O:19]C)=O)=[CH:14][CH:13]=1)=[O:11])=[O:7])([CH3:4])([CH3:3])[CH3:2].O.[NH2:22][NH2:23].